Predict the product of the given reaction. From a dataset of Forward reaction prediction with 1.9M reactions from USPTO patents (1976-2016). (1) Given the reactants Br[C:2]1[CH:3]=C[C:5](O)=[C:6]([C:8]2[CH:17]=[CH:16][C:15]3[C:10](=[CH:11][CH:12]=[C:13]([C:18]4[N:22]([CH:23]5[CH2:28][CH2:27][CH2:26][CH2:25][CH2:24]5)[C:21]5[CH:29]=[CH:30][C:31]([C:33]([OH:35])=[O:34])=[CH:32][C:20]=5[N:19]=4)[CH:14]=3)[N:9]=2)[CH:7]=1.C(OC(C1C=CC2[N:46](C3CCCCC3)C(C3C=CC(N)=C(C=O)C=3)=NC=2C=1)=O)C.N1C=CC=C(C(=O)C)C=1.[OH-].[K+], predict the reaction product. The product is: [CH:23]1([N:22]2[C:21]3[CH:29]=[CH:30][C:31]([C:33]([OH:35])=[O:34])=[CH:32][C:20]=3[N:19]=[C:18]2[C:13]2[CH:14]=[C:15]3[C:10](=[CH:11][CH:12]=2)[N:9]=[C:8]([C:6]2[CH:5]=[N:46][CH:3]=[CH:2][CH:7]=2)[CH:17]=[CH:16]3)[CH2:28][CH2:27][CH2:26][CH2:25][CH2:24]1. (2) Given the reactants [CH3:1][O:2][C:3]1[CH:40]=[CH:39][C:6]([CH2:7][N:8]([CH2:30][C:31]2[CH:36]=[CH:35][C:34]([O:37][CH3:38])=[CH:33][CH:32]=2)[C:9]2[N:14]=[CH:13][C:12]([C:15]3[C:16]4[CH2:29][CH2:28][NH:27][C:17]=4[N:18]=[C:19]([N:21]4[CH2:26][CH2:25][O:24][CH2:23][CH2:22]4)[N:20]=3)=[CH:11][N:10]=2)=[CH:5][CH:4]=1.Br[C:42]1[CH:47]=[CH:46][C:45]([C:48]([N:50]2[CH2:55][CH2:54][O:53][CH2:52][CH2:51]2)=[O:49])=[CH:44][C:43]=1[CH3:56], predict the reaction product. The product is: [CH3:38][O:37][C:34]1[CH:33]=[CH:32][C:31]([CH2:30][N:8]([CH2:7][C:6]2[CH:5]=[CH:4][C:3]([O:2][CH3:1])=[CH:40][CH:39]=2)[C:9]2[N:10]=[CH:11][C:12]([C:15]3[C:16]4[CH2:29][CH2:28][N:27]([C:42]5[CH:47]=[CH:46][C:45]([C:48]([N:50]6[CH2:55][CH2:54][O:53][CH2:52][CH2:51]6)=[O:49])=[CH:44][C:43]=5[CH3:56])[C:17]=4[N:18]=[C:19]([N:21]4[CH2:26][CH2:25][O:24][CH2:23][CH2:22]4)[N:20]=3)=[CH:13][N:14]=2)=[CH:36][CH:35]=1.